The task is: Binary Classification. Given a drug SMILES string, predict its activity (active/inactive) in a high-throughput screening assay against a specified biological target.. This data is from M1 muscarinic receptor antagonist screen with 61,756 compounds. (1) The result is 0 (inactive). The compound is S(=O)(=O)(N1CCCC1)c1cc(ccc1)C(=O)Nc1scnn1. (2) The drug is OC(CN(C1CCCCC1)C)COc1ccc(OCC(O)CN(C2CCCCC2)C)cc1. The result is 0 (inactive). (3) The drug is O(C(=O)C=1C(C(=C(N(C1C)C)C)C(OCC)=O)c1ccncc1)CC. The result is 0 (inactive). (4) The compound is Brc1cc(Cn2ccnc2)ccc1OC. The result is 0 (inactive).